Dataset: Forward reaction prediction with 1.9M reactions from USPTO patents (1976-2016). Task: Predict the product of the given reaction. Given the reactants [NH2:1][C:2]1[CH:7]=[CH:6][C:5]([OH:8])=[C:4]([F:9])[CH:3]=1.[CH3:10][N:11]1[C:15](=O)[CH2:14][CH2:13][CH2:12]1.FC1C=CC=CN=1, predict the reaction product. The product is: [F:9][C:4]1[CH:3]=[C:2]([NH:1][C:12]2[CH:13]=[CH:14][CH:15]=[CH:10][N:11]=2)[CH:7]=[CH:6][C:5]=1[OH:8].